From a dataset of Forward reaction prediction with 1.9M reactions from USPTO patents (1976-2016). Predict the product of the given reaction. (1) Given the reactants [C:1]([O:5][C:6](=[O:15])[C:7]1[CH:12]=[CH:11][C:10](Br)=[C:9]([CH3:14])[CH:8]=1)([CH3:4])([CH3:3])[CH3:2].C(O[CH:20]=[CH:21][CH:22]=C)(=O)C.[C:24]([O-:27])(=[O:26])[CH3:25].[Na+].[CH3:29]C(N(C)C)=O, predict the reaction product. The product is: [C:1]([O:5][C:6](=[O:15])[C:7]1[CH:12]=[CH:11][C:10](/[CH:20]=[CH:21]/[CH:22]=[CH:25]/[C:24]([O:27][CH3:29])=[O:26])=[C:9]([CH3:14])[CH:8]=1)([CH3:4])([CH3:3])[CH3:2]. (2) Given the reactants [I:1][C:2]1[C:10]([C:11]([Cl:13])=[O:12])=[C:9]([I:14])[C:8]([NH:15][CH3:16])=[C:7]([I:17])[C:3]=1[C:4]([Cl:6])=[O:5].[C:18]([O:21][CH2:22][C:23](Cl)=[O:24])(=[O:20])[CH3:19], predict the reaction product. The product is: [Cl:13][C:11]([C:10]1[C:9]([I:14])=[C:8]([N:15]([CH3:16])[C:23]([CH2:22][O:21][C:18](=[O:20])[CH3:19])=[O:24])[C:7]([I:17])=[C:3]([C:4]([Cl:6])=[O:5])[C:2]=1[I:1])=[O:12]. (3) Given the reactants [C:1]([O:5][C:6]([NH:8][CH:9]([CH2:13][C:14]1[CH:15]=[N:16][CH:17]=[CH:18][CH:19]=1)[C:10](O)=[O:11])=[O:7])([CH3:4])([CH3:3])[CH3:2].CN1CCOCC1.C(OC(Cl)=O)C(C)C.[BH4-].[Na+], predict the reaction product. The product is: [C:1]([O:5][C:6](=[O:7])[NH:8][C@H:9]([CH2:13][C:14]1[CH:15]=[N:16][CH:17]=[CH:18][CH:19]=1)[CH2:10][OH:11])([CH3:4])([CH3:2])[CH3:3]. (4) Given the reactants [Br:1][C:2]1[CH:3]=[C:4]([F:11])[C:5]([OH:10])=[C:6]([CH:9]=1)[CH:7]=[O:8].CI.[C:14](=O)([O-])[O-].[K+].[K+], predict the reaction product. The product is: [Br:1][C:2]1[CH:3]=[C:4]([F:11])[C:5]([O:10][CH3:14])=[C:6]([CH:9]=1)[CH:7]=[O:8]. (5) The product is: [N+:11]([C:8]1[CH:9]=[C:10]2[C:5](=[CH:6][CH:7]=1)[N:4]([CH2:14][O:15][CH2:16][CH2:17][Si:18]([CH3:21])([CH3:20])[CH3:19])[N:3]=[C:2]2[C:30]1[CH:35]=[CH:34][N:33]=[CH:32][CH:31]=1)([O-:13])=[O:12]. Given the reactants I[C:2]1[C:10]2[C:5](=[CH:6][CH:7]=[C:8]([N+:11]([O-:13])=[O:12])[CH:9]=2)[N:4]([CH2:14][O:15][CH2:16][CH2:17][Si:18]([CH3:21])([CH3:20])[CH3:19])[N:3]=1.CC1(C)C(C)(C)OB([C:30]2[CH:35]=[CH:34][N:33]=[CH:32][CH:31]=2)O1.C(=O)([O-])[O-].[K+].[K+].O, predict the reaction product. (6) Given the reactants [CH:1]1([CH2:5][C:6]2([CH3:38])[C:15]3[C:10](=[CH:11][CH:12]=[CH:13][CH:14]=3)[C:9]([OH:16])=[C:8]([C:17]3[NH:22][C:21]4[CH:23]=[CH:24][C:25]([NH:27]C(=O)OC(C)(C)C)=[CH:26][C:20]=4[S:19](=[O:36])(=[O:35])[N:18]=3)[C:7]2=[O:37])[CH2:4][CH2:3][CH2:2]1.FC(F)(F)C(O)=O, predict the reaction product. The product is: [NH2:27][C:25]1[CH:24]=[CH:23][C:21]2[NH:22][C:17]([C:8]3[C:7](=[O:37])[C:6]([CH2:5][CH:1]4[CH2:4][CH2:3][CH2:2]4)([CH3:38])[C:15]4[C:10]([C:9]=3[OH:16])=[CH:11][CH:12]=[CH:13][CH:14]=4)=[N:18][S:19](=[O:36])(=[O:35])[C:20]=2[CH:26]=1. (7) Given the reactants [CH3:1][C:2]1([CH3:8])[CH2:7][NH:6][CH2:5][CH2:4][NH:3]1.[C:9](O[C:9]([O:11][C:12]([CH3:15])([CH3:14])[CH3:13])=[O:10])([O:11][C:12]([CH3:15])([CH3:14])[CH3:13])=[O:10].[Na+].[Cl-], predict the reaction product. The product is: [C:12]([O:11][C:9]([N:6]1[CH2:5][CH2:4][NH:3][C:2]([CH3:8])([CH3:1])[CH2:7]1)=[O:10])([CH3:15])([CH3:14])[CH3:13]. (8) Given the reactants C(O[C:4]([C:6]1[C:7]2[N:8]=[CH:9][CH:10]=[N:11][C:12]=2[C:13]([C:16]2[C:21]([F:22])=[C:20]([O:23][CH3:24])[CH:19]=[C:18]([O:25][CH3:26])[C:17]=2[F:27])=[CH:14][CH:15]=1)=[O:5])C.[NH2:28][C:29]1[N:34]=[CH:33][C:32]([CH2:35][N:36]([CH3:41])[CH2:37][C:38]([NH2:40])=[O:39])=[CH:31][CH:30]=1.C[Al](C)C.C([O-])(O)=O.[Na+], predict the reaction product. The product is: [C:38]([CH2:37][N:36]([CH2:35][C:32]1[CH:31]=[CH:30][C:29]([NH:28][C:4]([C:6]2[C:7]3[N:8]=[CH:9][CH:10]=[N:11][C:12]=3[C:13]([C:16]3[C:17]([F:27])=[C:18]([O:25][CH3:26])[CH:19]=[C:20]([O:23][CH3:24])[C:21]=3[F:22])=[CH:14][CH:15]=2)=[O:5])=[N:34][CH:33]=1)[CH3:41])(=[O:39])[NH2:40]. (9) Given the reactants Cl[C:2]1[N:7]=[C:6]([NH:8][CH2:9][C:10]2[C:15]([Cl:16])=[CH:14][CH:13]=[CH:12][C:11]=2[Cl:17])[CH:5]=[CH:4][N:3]=1.[NH2:18][C:19]1[CH:20]=[N:21][N:22]([CH2:24][C:25]([NH:27][C@@H:28]([CH3:31])[CH2:29][OH:30])=[O:26])[CH:23]=1.CC1(C)C2C(=C(P(C3C=CC=CC=3)C3C=CC=CC=3)C=CC=2)OC2C(P(C3C=CC=CC=3)C3C=CC=CC=3)=CC=CC1=2.C(=O)([O-])[O-].[Cs+].[Cs+], predict the reaction product. The product is: [Cl:17][C:11]1[CH:12]=[CH:13][CH:14]=[C:15]([Cl:16])[C:10]=1[CH2:9][NH:8][C:6]1[CH:5]=[CH:4][N:3]=[C:2]([NH:18][C:19]2[CH:20]=[N:21][N:22]([CH2:24][C:25]([NH:27][C@@H:28]([CH3:31])[CH2:29][OH:30])=[O:26])[CH:23]=2)[N:7]=1. (10) Given the reactants Br[C:2]1[CH:11]=[CH:10][C:9]2[C:4](=[CH:5][CH:6]=[C:7]([C:12]3[CH:17]=[CH:16][CH:15]=[CH:14][CH:13]=3)[CH:8]=2)[CH:3]=1.CCCCCC.C([Li])CCC.[B:29](OC(C)C)([O:34]C(C)C)[O:30]C(C)C, predict the reaction product. The product is: [C:12]1([C:7]2[CH:8]=[C:9]3[C:4](=[CH:5][CH:6]=2)[CH:3]=[C:2]([B:29]([OH:34])[OH:30])[CH:11]=[CH:10]3)[CH:17]=[CH:16][CH:15]=[CH:14][CH:13]=1.